The task is: Predict which catalyst facilitates the given reaction.. This data is from Catalyst prediction with 721,799 reactions and 888 catalyst types from USPTO. Reactant: CC[C@@H]1[C@@H]2C[C@H]([C@@H](OC3C4C(=CC=CC=4)C(O[C@@H](C4C=CN=C5C=4C=C(OC)C=C5)[C@@H]4N5C[C@H](CC)[C@@H](CC5)C4)=NN=3)C3C=CN=C4C=3C=C(OC)C=C4)N(CC2)C1.[CH2:59]([C:62]1[C:71]2[O:70][C:69](=O)[N:68](C)[C:67](=[O:74])[C:66]=2[CH:65]=[CH:64][C:63]=1[O:75][CH3:76])[CH:60]=[CH2:61].S([O-])([O-])=O.[Na+].[Na+].Cl. Product: [CH2:59]([C:62]1[C:71]([OH:70])=[C:66]([CH:65]=[CH:64][C:63]=1[O:75][CH3:76])[C:67]([NH:68][CH3:69])=[O:74])[CH:60]=[CH2:61]. The catalyst class is: 878.